Dataset: Peptide-MHC class I binding affinity with 185,985 pairs from IEDB/IMGT. Task: Regression. Given a peptide amino acid sequence and an MHC pseudo amino acid sequence, predict their binding affinity value. This is MHC class I binding data. (1) The peptide sequence is YIACRTSIV. The MHC is HLA-A02:02 with pseudo-sequence HLA-A02:02. The binding affinity (normalized) is 0.769. (2) The peptide sequence is KQAWCWFGGK. The MHC is Mamu-B08 with pseudo-sequence Mamu-B08. The binding affinity (normalized) is 0.348. (3) The peptide sequence is MEDCPNEGV. The MHC is HLA-A29:02 with pseudo-sequence HLA-A29:02. The binding affinity (normalized) is 0.364. (4) The peptide sequence is NQQVTNSKY. The MHC is HLA-A11:01 with pseudo-sequence HLA-A11:01. The binding affinity (normalized) is 0.0847.